From a dataset of TCR-epitope binding with 47,182 pairs between 192 epitopes and 23,139 TCRs. Binary Classification. Given a T-cell receptor sequence (or CDR3 region) and an epitope sequence, predict whether binding occurs between them. (1) The epitope is YFPLQSYGF. The TCR CDR3 sequence is CASSMAGGSYNEQFF. Result: 0 (the TCR does not bind to the epitope). (2) The epitope is TVYDPLQPELDSFK. The TCR CDR3 sequence is CASSFWSGTQETQYF. Result: 0 (the TCR does not bind to the epitope). (3) The epitope is SSTFNVPMEKLK. The TCR CDR3 sequence is CASSYSFLVIGDNTEAFF. Result: 0 (the TCR does not bind to the epitope).